Dataset: Full USPTO retrosynthesis dataset with 1.9M reactions from patents (1976-2016). Task: Predict the reactants needed to synthesize the given product. (1) Given the product [OH:38][CH:34]1[CH2:35][CH2:36][CH2:37][N:32]([CH2:31][CH2:30][NH:29][C:11]([C:9]2[CH:8]=[CH:7][C:6]3[N:2]([CH3:1])[C:3]([NH:14][C:15]4[S:16][C:17]5[CH:23]=[C:22]([O:24][C:25]([F:27])([F:26])[F:28])[CH:21]=[CH:20][C:18]=5[N:19]=4)=[N:4][C:5]=3[CH:10]=2)=[O:12])[CH2:33]1, predict the reactants needed to synthesize it. The reactants are: [CH3:1][N:2]1[C:6]2[CH:7]=[CH:8][C:9]([C:11](O)=[O:12])=[CH:10][C:5]=2[N:4]=[C:3]1[NH:14][C:15]1[S:16][C:17]2[CH:23]=[C:22]([O:24][C:25]([F:28])([F:27])[F:26])[CH:21]=[CH:20][C:18]=2[N:19]=1.[NH2:29][CH2:30][CH2:31][N:32]1[CH2:37][CH2:36][CH2:35][CH:34]([OH:38])[CH2:33]1.CN(C(ON1N=NC2C=CC=CC1=2)=[N+](C)C)C.F[P-](F)(F)(F)(F)F.CCN(C(C)C)C(C)C. (2) Given the product [C:12]([O:1]/[N:2]=[CH:3]/[C:6]1([C:21]#[N:23])[CH:7]=[CH:8][CH:9]=[CH:10][CH2:11]1)(=[O:19])[C:13]1[CH:18]=[CH:17][CH:16]=[CH:15][CH:14]=1, predict the reactants needed to synthesize it. The reactants are: [OH:1][N:2]=[C:3]([C:6]1[CH:11]=[CH:10][CH:9]=[CH:8][CH:7]=1)C#N.[C:12](Cl)(=[O:19])[C:13]1[CH:18]=[CH:17][CH:16]=[CH:15][CH:14]=1.[CH2:21]([N:23](CC)CC)C. (3) Given the product [F:1][C@H:2]1[CH2:6][NH:5][C@H:4]([C:14]([NH:15][CH2:16][C:17]2[CH:22]=[C:21]([C:23]3[CH:28]=[N:27][C:26]([C:29]([F:32])([F:31])[F:30])=[N:25][CH:24]=3)[CH:20]=[C:19]([CH3:33])[N:18]=2)=[O:34])[CH2:3]1, predict the reactants needed to synthesize it. The reactants are: [F:1][C@H:2]1[CH2:6][N:5](C(OC(C)(C)C)=O)[C@H:4]([C:14](=[O:34])[NH:15][CH2:16][C:17]2[CH:22]=[C:21]([C:23]3[CH:24]=[N:25][C:26]([C:29]([F:32])([F:31])[F:30])=[N:27][CH:28]=3)[CH:20]=[C:19]([CH3:33])[N:18]=2)[CH2:3]1.Cl. (4) Given the product [CH3:12][N:13]([CH3:32])[S:14]([C:17]1[CH:18]=[C:19]([C:23]2[CH:28]=[CH:27][C:26]([C:29]([NH:1][C:2]3[CH:11]=[C:10]4[C:5]([CH:6]=[CH:7][CH:8]=[N:9]4)=[CH:4][CH:3]=3)=[O:30])=[CH:25][CH:24]=2)[CH:20]=[CH:21][CH:22]=1)(=[O:15])=[O:16], predict the reactants needed to synthesize it. The reactants are: [NH2:1][C:2]1[CH:11]=[C:10]2[C:5]([CH:6]=[CH:7][CH:8]=[N:9]2)=[CH:4][CH:3]=1.[CH3:12][N:13]([CH3:32])[S:14]([C:17]1[CH:18]=[C:19]([C:23]2[CH:28]=[CH:27][C:26]([C:29](O)=[O:30])=[CH:25][CH:24]=2)[CH:20]=[CH:21][CH:22]=1)(=[O:16])=[O:15].